This data is from Peptide-MHC class II binding affinity with 134,281 pairs from IEDB. The task is: Regression. Given a peptide amino acid sequence and an MHC pseudo amino acid sequence, predict their binding affinity value. This is MHC class II binding data. The binding affinity (normalized) is 0.731. The MHC is DRB1_1001 with pseudo-sequence DRB1_1001. The peptide sequence is EKKYFAAWQFEPLAA.